Dataset: Reaction yield outcomes from USPTO patents with 853,638 reactions. Task: Predict the reaction yield, written as a fraction of the theoretical maximum amount of product (1.0 means a 100% yield; for example, 0.34 means a 34% yield). (1) The reactants are [CH3:1][C:2]1[C:6]([CH2:7][N:8]2[CH:12]=[C:11]([N:13]3[C:17](=[O:18])[CH2:16][NH:15][C:14]3=[O:19])[CH:10]=[N:9]2)=[C:5]([CH3:20])[O:4][N:3]=1.Br[CH2:22][C:23]1[CH:30]=[CH:29][C:26]([C:27]#[N:28])=[CH:25][CH:24]=1. No catalyst specified. The product is [CH3:1][C:2]1[C:6]([CH2:7][N:8]2[CH:12]=[C:11]([N:13]3[C:17](=[O:18])[CH2:16][N:15]([CH2:22][C:23]4[CH:30]=[CH:29][C:26]([C:27]#[N:28])=[CH:25][CH:24]=4)[C:14]3=[O:19])[CH:10]=[N:9]2)=[C:5]([CH3:20])[O:4][N:3]=1. The yield is 0.210. (2) The reactants are Cl[C:2]1[CH:11]=[C:10]([C:12]([NH:14][CH2:15][C@H:16]2[CH2:21][CH2:20][C@H:19]([CH2:22][NH:23][C:24](=[O:30])[O:25][C:26]([CH3:29])([CH3:28])[CH3:27])[CH2:18][CH2:17]2)=[O:13])[C:9]2[C:4](=[CH:5][CH:6]=[CH:7][CH:8]=2)[N:3]=1.FC(F)(F)C(O)=O.[CH3:38][N:39]([CH3:50])[C:40](=[O:49])[CH2:41][O:42][CH:43]1[CH2:48][CH2:47][NH:46][CH2:45][CH2:44]1. The catalyst is N1C=CC=CC=1. The product is [CH3:38][N:39]([CH3:50])[C:40](=[O:49])[CH2:41][O:42][CH:43]1[CH2:44][CH2:45][N:46]([C:2]2[CH:11]=[C:10]([C:12]([NH:14][CH2:15][C@H:16]3[CH2:21][CH2:20][C@H:19]([CH2:22][NH:23][C:24](=[O:30])[O:25][C:26]([CH3:29])([CH3:28])[CH3:27])[CH2:18][CH2:17]3)=[O:13])[C:9]3[C:4](=[CH:5][CH:6]=[CH:7][CH:8]=3)[N:3]=2)[CH2:47][CH2:48]1. The yield is 0.200. (3) The reactants are CN(C=O)C.[CH:6]1([C:11]2([CH3:18])[NH:15][C:14](=[O:16])[NH:13][C:12]2=[O:17])[CH2:10][CH2:9][CH2:8][CH2:7]1.C([O-])([O-])=O.[K+].[K+].Br[CH2:26][C:27]([C:29]1[CH:34]=[CH:33][CH:32]=[CH:31][CH:30]=1)=[O:28]. The catalyst is O. The product is [CH:6]1([C:11]2([CH3:18])[NH:15][C:14](=[O:16])[N:13]([CH2:26][C:27](=[O:28])[C:29]3[CH:34]=[CH:33][CH:32]=[CH:31][CH:30]=3)[C:12]2=[O:17])[CH2:7][CH2:8][CH2:9][CH2:10]1. The yield is 0.670. (4) The reactants are [SH:1][CH2:2][C@H:3]([NH:7][CH2:8][C:9]1[CH:14]=[CH:13][C:12]([O:15][CH3:16])=[CH:11][CH:10]=1)[C:4]([OH:6])=[O:5].[C:17]([O-])([O-])=[O:18].[K+].[K+].C1N=CN(C(N2C=NC=C2)=O)C=1.C(OC(C)C)(=O)C. The catalyst is C(#N)C.O. The product is [CH3:16][O:15][C:12]1[CH:11]=[CH:10][C:9]([CH2:8][N:7]2[C@H:3]([C:4]([OH:6])=[O:5])[CH2:2][S:1][C:17]2=[O:18])=[CH:14][CH:13]=1. The yield is 0.700. (5) The reactants are Cl[C:2]1[C:7]([NH:8][C:9](=[O:17])[C:10]2[CH:15]=[CH:14][CH:13]=[CH:12][C:11]=2[OH:16])=[CH:6][CH:5]=[C:4]([C:18]([F:21])([F:20])[F:19])[N:3]=1.C[O-].[Na+]. The catalyst is O. The product is [F:19][C:18]([F:21])([F:20])[C:4]1[CH:5]=[CH:6][C:7]2[NH:8][C:9](=[O:17])[C:10]3[CH:15]=[CH:14][CH:13]=[CH:12][C:11]=3[O:16][C:2]=2[N:3]=1. The yield is 0.550. (6) The reactants are [C:1]1([C@H:7]([NH2:9])[CH3:8])[CH:6]=[CH:5][CH:4]=[CH:3][CH:2]=1.C[Al](C)C.[F:14][C:15]1([F:22])[CH2:21][CH2:20][CH2:19][CH:18]2[CH:16]1[O:17]2.[F-].[Na+]. The catalyst is ClCCl. The product is [F:14][C:15]1([F:22])[CH2:21][CH2:20][CH2:19][C@@H:18]([NH:9][C@@H:7]([C:1]2[CH:6]=[CH:5][CH:4]=[CH:3][CH:2]=2)[CH3:8])[C@@H:16]1[OH:17]. The yield is 0.290.